Dataset: Full USPTO retrosynthesis dataset with 1.9M reactions from patents (1976-2016). Task: Predict the reactants needed to synthesize the given product. (1) Given the product [CH:1]1([NH:4][C:5]2[C:6]([C:19]([O:21][CH3:22])=[O:20])=[N:7][CH:8]=[C:9]([CH2:11][C:12]3[CH:17]=[CH:16][C:15]([F:18])=[CH:14][CH:13]=3)[CH:10]=2)[CH2:2][CH2:3]1, predict the reactants needed to synthesize it. The reactants are: [CH:1]1([NH:4][C:5]2[C:6]([C:19]([OH:21])=[O:20])=[N:7][CH:8]=[C:9]([CH2:11][C:12]3[CH:17]=[CH:16][C:15]([F:18])=[CH:14][CH:13]=3)[CH:10]=2)[CH2:3][CH2:2]1.[C:22](=O)([O-])[O-].[K+].[K+].CI.O. (2) Given the product [C:1]([C:5]1[NH:6][C:7]([C:21]2[CH:26]=[CH:25][CH:24]=[C:23]([CH3:27])[N:22]=2)=[C:8]([C:10]2[CH:20]=[CH:19][C:13]3[NH:14][CH2:15][CH2:16][O:17][C:12]=3[CH:11]=2)[N:9]=1)([CH3:4])([CH3:3])[CH3:2], predict the reactants needed to synthesize it. The reactants are: [C:1]([C:5]1[NH:6][C:7]([C:21]2[CH:26]=[CH:25][CH:24]=[C:23]([CH3:27])[N:22]=2)=[C:8]([C:10]2[CH:20]=[CH:19][C:13]3[NH:14][C:15](=O)[CH2:16][O:17][C:12]=3[CH:11]=2)[N:9]=1)([CH3:4])([CH3:3])[CH3:2].[H-].[H-].[H-].[H-].[Li+].[Al+3].[H][H].C(C(C(C([O-])=O)O)O)([O-])=O.[Na+].[K+]. (3) The reactants are: I[C:2]1[C:10]2[C:5](=[N:6][CH:7]=[C:8]([C:11]3[CH:12]=[C:13]([CH:28]=[CH:29][CH:30]=3)[CH2:14][CH:15]3[CH2:20][CH2:19][N:18]([C:21]([O:23][C:24]([CH3:27])([CH3:26])[CH3:25])=[O:22])[CH2:17][CH2:16]3)[CH:9]=2)[N:4]([S:31]([C:34]2[CH:40]=[CH:39][C:37]([CH3:38])=[CH:36][CH:35]=2)(=[O:33])=[O:32])[CH:3]=1.[F:41][C:42]1[CH:43]=[C:44]([CH:62]=[CH:63][CH:64]=1)[CH2:45][N:46]1[C:50]([CH3:51])=[C:49](B2OC(C)(C)C(C)(C)O2)[C:48]([CH3:61])=[N:47]1.C(=O)([O-])[O-].[Na+].[Na+]. Given the product [F:41][C:42]1[CH:43]=[C:44]([CH:62]=[CH:63][CH:64]=1)[CH2:45][N:46]1[C:50]([CH3:51])=[C:49]([C:2]2[C:10]3[C:5](=[N:6][CH:7]=[C:8]([C:11]4[CH:12]=[C:13]([CH:28]=[CH:29][CH:30]=4)[CH2:14][CH:15]4[CH2:16][CH2:17][N:18]([C:21]([O:23][C:24]([CH3:27])([CH3:25])[CH3:26])=[O:22])[CH2:19][CH2:20]4)[CH:9]=3)[N:4]([S:31]([C:34]3[CH:35]=[CH:36][C:37]([CH3:38])=[CH:39][CH:40]=3)(=[O:33])=[O:32])[CH:3]=2)[C:48]([CH3:61])=[N:47]1, predict the reactants needed to synthesize it. (4) Given the product [C:1]([O:5][C:6]([C:8]1[CH:9]=[N:10][N:11]([CH2:14][C:39]2[CH:44]=[CH:43][CH:42]=[C:41]([C:45]([O:47][CH3:48])=[O:46])[CH:40]=2)[C:12]=1[Cl:13])=[O:7])([CH3:4])([CH3:2])[CH3:3], predict the reactants needed to synthesize it. The reactants are: [C:1]([O:5][C:6]([C:8]1[CH:9]=[N:10][N:11]([CH2:14]C2C=CC(C(OC)=O)=CC=2)[C:12]=1[Cl:13])=[O:7])([CH3:4])([CH3:3])[CH3:2].C(OC(C1C=NN(C[C:39]2[CH:44]=[CH:43][CH:42]=[C:41]([C:45]([O:47][CH3:48])=[O:46])[CH:40]=2)C=1N)=O)(C)(C)C. (5) The reactants are: [F:1][C:2]1[CH:30]=[CH:29][C:28]([F:31])=[CH:27][C:3]=1[CH2:4][NH:5][C:6]([N:8]1[CH2:13][CH2:12][CH:11]([NH:14][C:15]2[CH:20]=[CH:19][C:18]([CH2:21][CH:22](OC)OC)=[CH:17][CH:16]=2)[CH2:10][CH2:9]1)=[O:7].[I-].[Na+].Cl[Si](Cl)(Cl)C.C(O)(=O)C.[NH2:43][CH2:44][C@@H:45]([C:47]1[CH:48]=[CH:49][C:50]([OH:58])=[C:51]([NH:53][S:54]([CH3:57])(=[O:56])=[O:55])[CH:52]=1)[OH:46].C([BH3-])#N.[Na+]. Given the product [F:1][C:2]1[CH:30]=[CH:29][C:28]([F:31])=[CH:27][C:3]=1[CH2:4][NH:5][C:6]([N:8]1[CH2:13][CH2:12][CH:11]([NH:14][C:15]2[CH:20]=[CH:19][C:18]([CH2:21][CH2:22][NH:43][CH2:44][C@H:45]([OH:46])[C:47]3[CH:48]=[CH:49][C:50]([OH:58])=[C:51]([NH:53][S:54]([CH3:57])(=[O:56])=[O:55])[CH:52]=3)=[CH:17][CH:16]=2)[CH2:10][CH2:9]1)=[O:7], predict the reactants needed to synthesize it. (6) Given the product [Cl:18][C:14]1[CH:13]=[C:12]([C:10]2[CH:11]=[C:5]3[N:4]=[C:3]([CH3:19])[C:2]([C:45](=[O:50])[C:46]([O:48][CH3:49])=[O:47])=[C:7]([CH2:27][CH:28]([CH3:30])[CH3:29])[N:6]3[N:9]=2)[CH:17]=[CH:16][CH:15]=1, predict the reactants needed to synthesize it. The reactants are: Br[C:2]1[C:3]([CH3:19])=[N:4][C:5]2[N:6]([N:9]=[C:10]([C:12]3[CH:17]=[CH:16][CH:15]=[C:14]([Cl:18])[CH:13]=3)[CH:11]=2)[C:7]=1Cl.[Li+].[Cl-].C1COCC1.[CH2:27]([Mg]Cl)[CH:28]([CH3:30])[CH3:29].C1COCC1.C([Mg]Cl)C(C)C.Cl[C:45](=[O:50])[C:46]([O:48][CH3:49])=[O:47]. (7) Given the product [CH3:1][N:2]([C:30]1[CH:35]=[CH:34][C:33]([F:36])=[CH:32][CH:31]=1)[C:3]([C:5]1[C:10]([NH:11][S:15]([C:18]2[CH:23]=[CH:22][C:21]([Cl:24])=[C:20]([C:25]([F:28])([F:26])[F:27])[CH:19]=2)(=[O:17])=[O:16])=[CH:9][C:8]([Cl:29])=[CH:7][N:6]=1)=[O:4], predict the reactants needed to synthesize it. The reactants are: [CH3:1][N:2]([C:30]1[CH:35]=[CH:34][C:33]([F:36])=[CH:32][CH:31]=1)[C:3]([C:5]1[C:10]([N:11]([S:15]([C:18]2[CH:23]=[CH:22][C:21]([Cl:24])=[C:20]([C:25]([F:28])([F:27])[F:26])[CH:19]=2)(=[O:17])=[O:16])COC)=[CH:9][C:8]([Cl:29])=[CH:7][N:6]=1)=[O:4].Cl. (8) Given the product [CH:36]1([O:41][C:42](=[O:55])[C@@H:43]([NH:47][C:48]([O:50][C:51]([CH3:54])([CH3:53])[CH3:52])=[O:49])[CH2:44][CH2:45][N:16]2[CH2:17][CH2:18][CH2:19][CH:15]2[CH2:14][O:13][C:12]2[CH:11]=[C:10]3[C:5]([C:6]([O:20][C:21]4[CH:26]=[CH:25][C:24]([NH:27][C:28](=[O:35])[C:29]5[CH:30]=[CH:31][CH:32]=[CH:33][CH:34]=5)=[CH:23][CH:22]=4)=[CH:7][CH:8]=[N:9]3)=[CH:4][C:3]=2[O:2][CH3:1])[CH2:37][CH2:38][CH2:39][CH2:40]1, predict the reactants needed to synthesize it. The reactants are: [CH3:1][O:2][C:3]1[CH:4]=[C:5]2[C:10](=[CH:11][C:12]=1[O:13][CH2:14][CH:15]1[CH2:19][CH2:18][CH2:17][NH:16]1)[N:9]=[CH:8][CH:7]=[C:6]2[O:20][C:21]1[CH:26]=[CH:25][C:24]([NH:27][C:28](=[O:35])[C:29]2[CH:34]=[CH:33][CH:32]=[CH:31][CH:30]=2)=[CH:23][CH:22]=1.[CH:36]1([O:41][C:42](=[O:55])[C@@H:43]([NH:47][C:48]([O:50][C:51]([CH3:54])([CH3:53])[CH3:52])=[O:49])[CH2:44][CH2:45]Br)[CH2:40][CH2:39][CH2:38][CH2:37]1.C(N(C(C)C)CC)(C)C. (9) Given the product [C:11]1(=[O:23])[CH2:22][CH2:21][CH2:20][CH2:19][CH2:18][CH2:17][CH2:16][CH2:15][CH2:14][CH2:13][CH2:12]1.[CH:34]1([OH:35])[CH2:33][CH2:28][CH2:29][CH2:30][CH2:31][CH2:32][CH2:7][CH2:8][CH2:3][CH2:4][CH2:5]1, predict the reactants needed to synthesize it. The reactants are: FC(F)(F)[C:3]1[CH:8]=[CH:7]C=[CH:5][CH:4]=1.[CH2:11]1[CH2:22][CH2:21][CH2:20][CH2:19][CH2:18][CH2:17][CH2:16][CH2:15][CH2:14][CH2:13][CH2:12]1.[OH:23]N1[C:34](=[O:35])[C:33]2[C:28](=[CH:29][CH:30]=[CH:31][CH:32]=2)S1(=O)=O.